Dataset: Retrosynthesis with 50K atom-mapped reactions and 10 reaction types from USPTO. Task: Predict the reactants needed to synthesize the given product. (1) Given the product N#Cc1cccnc1Oc1cncc(Cl)c1, predict the reactants needed to synthesize it. The reactants are: N#Cc1cccnc1F.Oc1cncc(Cl)c1. (2) Given the product COC(=O)c1ccc(C2=NN(c3ccc(C#N)c(C)n3)[C@@H](C3CCCC3)C2)cc1, predict the reactants needed to synthesize it. The reactants are: COC(=O)c1ccc(B(O)O)cc1.Cc1nc(N2N=C(Cl)C[C@@H]2C2CCCC2)ccc1C#N. (3) Given the product CC(C)(C)c1cc(C(=O)Nc2cccc(OCc3cncc4ccccc34)c2)ccc1O, predict the reactants needed to synthesize it. The reactants are: CC(=O)Oc1ccc(C(=O)Nc2cccc(OCc3cncc4ccccc34)c2)cc1C(C)(C)C. (4) Given the product COc1ccc(-n2nc(C(C)(C)C)cc2NC(=O)Nc2ccc(Oc3ccnc4[nH]c(=O)cnc34)cc2F)cn1, predict the reactants needed to synthesize it. The reactants are: COc1ccc(-n2nc(C(C)(C)C)cc2N=C=O)cn1.Nc1ccc(Oc2ccnc3[nH]c(=O)cnc23)cc1F. (5) Given the product Cc1c(F)cc(Cl)c2c1c1c(n2C)CCNC1, predict the reactants needed to synthesize it. The reactants are: Cc1c(F)cc(Cl)c2c1c1c(n2C)CCN(C(=O)OC(C)(C)C)C1.